Dataset: Peptide-MHC class I binding affinity with 185,985 pairs from IEDB/IMGT. Task: Regression. Given a peptide amino acid sequence and an MHC pseudo amino acid sequence, predict their binding affinity value. This is MHC class I binding data. The peptide sequence is GADPNACDK. The binding affinity (normalized) is 0.584. The MHC is HLA-A68:01 with pseudo-sequence HLA-A68:01.